Dataset: NCI-60 drug combinations with 297,098 pairs across 59 cell lines. Task: Regression. Given two drug SMILES strings and cell line genomic features, predict the synergy score measuring deviation from expected non-interaction effect. (1) Drug 1: C1CN1C2=NC(=NC(=N2)N3CC3)N4CC4. Drug 2: CC1=C(N=C(N=C1N)C(CC(=O)N)NCC(C(=O)N)N)C(=O)NC(C(C2=CN=CN2)OC3C(C(C(C(O3)CO)O)O)OC4C(C(C(C(O4)CO)O)OC(=O)N)O)C(=O)NC(C)C(C(C)C(=O)NC(C(C)O)C(=O)NCCC5=NC(=CS5)C6=NC(=CS6)C(=O)NCCC[S+](C)C)O. Cell line: PC-3. Synergy scores: CSS=18.3, Synergy_ZIP=-6.19, Synergy_Bliss=5.11, Synergy_Loewe=4.65, Synergy_HSA=6.01. (2) Drug 1: CC1=C(C=C(C=C1)NC(=O)C2=CC=C(C=C2)CN3CCN(CC3)C)NC4=NC=CC(=N4)C5=CN=CC=C5. Drug 2: CC1=C2C(C(=O)C3(C(CC4C(C3C(C(C2(C)C)(CC1OC(=O)C(C(C5=CC=CC=C5)NC(=O)OC(C)(C)C)O)O)OC(=O)C6=CC=CC=C6)(CO4)OC(=O)C)O)C)O. Cell line: A498. Synergy scores: CSS=27.7, Synergy_ZIP=15.5, Synergy_Bliss=21.1, Synergy_Loewe=9.83, Synergy_HSA=10.9. (3) Drug 1: CS(=O)(=O)C1=CC(=C(C=C1)C(=O)NC2=CC(=C(C=C2)Cl)C3=CC=CC=N3)Cl. Drug 2: CN(C)N=NC1=C(NC=N1)C(=O)N. Cell line: HOP-92. Synergy scores: CSS=4.69, Synergy_ZIP=-1.34, Synergy_Bliss=-1.30, Synergy_Loewe=-5.54, Synergy_HSA=-1.78. (4) Drug 1: C1=NC2=C(N=C(N=C2N1C3C(C(C(O3)CO)O)F)Cl)N. Drug 2: CC1CCC2CC(C(=CC=CC=CC(CC(C(=O)C(C(C(=CC(C(=O)CC(OC(=O)C3CCCCN3C(=O)C(=O)C1(O2)O)C(C)CC4CCC(C(C4)OC)OCCO)C)C)O)OC)C)C)C)OC. Cell line: HCT116. Synergy scores: CSS=3.79, Synergy_ZIP=-8.09, Synergy_Bliss=-9.66, Synergy_Loewe=-18.1, Synergy_HSA=-8.46.